Dataset: Full USPTO retrosynthesis dataset with 1.9M reactions from patents (1976-2016). Task: Predict the reactants needed to synthesize the given product. (1) The reactants are: [CH:1]1([C@@H:7]([NH:9][C:10]([C:12]2[C:21]3[C:16](=[CH:17][CH:18]=[CH:19][CH:20]=3)[N:15]=[C:14]([C:22]3[CH:27]=[CH:26][CH:25]=[CH:24][CH:23]=3)[C:13]=2[CH2:28][N:29]2[CH2:34][CH2:33][NH:32][CH2:31][CH2:30]2)=[O:11])[CH3:8])[CH2:6][CH2:5][CH2:4][CH2:3][CH2:2]1.[CH3:35][S:36]([CH:39]=[CH2:40])(=[O:38])=[O:37]. Given the product [CH:1]1([C@@H:7]([NH:9][C:10]([C:12]2[C:21]3[C:16](=[CH:17][CH:18]=[CH:19][CH:20]=3)[N:15]=[C:14]([C:22]3[CH:23]=[CH:24][CH:25]=[CH:26][CH:27]=3)[C:13]=2[CH2:28][N:29]2[CH2:34][CH2:33][N:32]([CH2:40][CH2:39][S:36]([CH3:35])(=[O:38])=[O:37])[CH2:31][CH2:30]2)=[O:11])[CH3:8])[CH2:6][CH2:5][CH2:4][CH2:3][CH2:2]1, predict the reactants needed to synthesize it. (2) Given the product [Cl:1][CH:2]([Cl:11])[C:3]1[CH:4]=[C:5]([CH:6]([Cl:8])[Cl:7])[N:13]([CH2:15][C:16]([O:18][CH2:19][CH3:20])=[O:17])[N:14]=1, predict the reactants needed to synthesize it. The reactants are: [Cl:1][CH:2]([Cl:11])[C:3](=O)[CH2:4][C:5](=O)[CH:6]([Cl:8])[Cl:7].Cl.[NH:13]([CH2:15][C:16]([O:18][CH2:19][CH3:20])=[O:17])[NH2:14]. (3) Given the product [CH3:18][C:10]1[C:9]([O:8][C:6]2[CH:5]=[CH:4][N:3]=[C:2]([NH:22][C:19](=[O:21])[CH3:20])[CH:7]=2)=[CH:14][CH:13]=[C:12]([N+:15]([O-:17])=[O:16])[N:11]=1, predict the reactants needed to synthesize it. The reactants are: Cl[C:2]1[CH:7]=[C:6]([O:8][C:9]2[C:10]([CH3:18])=[N:11][C:12]([N+:15]([O-:17])=[O:16])=[CH:13][CH:14]=2)[CH:5]=[CH:4][N:3]=1.[C:19]([NH2:22])(=[O:21])[CH3:20].C([O-])([O-])=O.[Cs+].[Cs+].CC(C1C=C(C(C)C)C(C2C=CC=CC=2P(C2CCCCC2)C2CCCCC2)=C(C(C)C)C=1)C. (4) The reactants are: C[O:2][C:3](=[O:17])[C:4]1[CH:9]=[CH:8][C:7]([C:10]([O:14][CH2:15][CH3:16])([CH3:13])[PH2:11]=[O:12])=[CH:6][CH:5]=1.[OH-].[Na+]. Given the product [CH2:15]([O:14][C:10]([CH3:13])([PH2:11]=[O:12])[C:7]1[CH:8]=[CH:9][C:4]([C:3]([OH:17])=[O:2])=[CH:5][CH:6]=1)[CH3:16], predict the reactants needed to synthesize it.